Dataset: hERG Central: cardiac toxicity at 1µM, 10µM, and general inhibition. Task: Predict hERG channel inhibition at various concentrations. (1) The drug is CC1CC(C)CN(CCCNC(=O)C2CCN(c3ncnc4c3sc3cccc(F)c34)CC2)C1. Results: hERG_inhib (hERG inhibition (general)): blocker. (2) The drug is CCN(CC)S(=O)(=O)c1cccc(NC(=O)COc2ccc(C#N)cc2OC)c1. Results: hERG_inhib (hERG inhibition (general)): blocker. (3) The drug is C=CCn1c(SCC(=O)N2CCOCC2)nc2sc3c(c2c1=O)CCCC3. Results: hERG_inhib (hERG inhibition (general)): blocker. (4) The compound is O=C(COc1ccc(Br)cc1F)NC1CCN(Cc2ccccc2)CC1. Results: hERG_inhib (hERG inhibition (general)): blocker. (5) The compound is COc1ccc(C(OCC(O)CNC(C)c2ccccc2)c2ccc(OC)cc2)cc1. Results: hERG_inhib (hERG inhibition (general)): blocker. (6) The drug is COc1ccccc1Nc1nc(NCC2CCCO2)c2ccccc2n1.Cl. Results: hERG_inhib (hERG inhibition (general)): blocker.